From a dataset of Forward reaction prediction with 1.9M reactions from USPTO patents (1976-2016). Predict the product of the given reaction. (1) Given the reactants C([O:5][C@H:6]1[CH2:10][N:9]([C:11](=[O:32])[CH2:12][C:13]([C:26]2[CH:31]=[CH:30][CH:29]=[CH:28][CH:27]=2)([C:20]2[CH:25]=[CH:24][CH:23]=[CH:22][CH:21]=2)[C:14]2[CH:19]=[CH:18][CH:17]=[CH:16][CH:15]=2)[C@H:8]([C:33]([N:35]2[CH2:39][CH2:38][CH2:37][C@@H:36]2[C:40]([OH:42])=O)=[O:34])[CH2:7]1)(C)(C)C.[NH2:43][CH2:44][CH:45]1[CH2:50][CH2:49][N:48](C(OC(C)(C)C)=O)[CH2:47][CH2:46]1, predict the reaction product. The product is: [OH:5][C@H:6]1[CH2:10][N:9]([C:11](=[O:32])[CH2:12][C:13]([C:26]2[CH:31]=[CH:30][CH:29]=[CH:28][CH:27]=2)([C:20]2[CH:25]=[CH:24][CH:23]=[CH:22][CH:21]=2)[C:14]2[CH:15]=[CH:16][CH:17]=[CH:18][CH:19]=2)[C@H:8]([C:33]([N:35]2[CH2:39][CH2:38][CH2:37][C@@H:36]2[C:40]([NH:43][CH2:44][CH:45]2[CH2:50][CH2:49][NH:48][CH2:47][CH2:46]2)=[O:42])=[O:34])[CH2:7]1. (2) Given the reactants [CH:1]12[CH2:7][CH:4]([CH2:5][CH2:6]1)[CH:3]=[CH:2]2.[CH:8]12[CH2:14][CH:11]([CH:12]=[CH:13]1)[CH2:10][CH:9]2[C:15]([OH:17])=[O:16].[C:18]1(=[O:24])[O:23][C:21](=[O:22])[CH:20]=[CH:19]1.CC(N=NC(C#N)(C)C)(C#N)C, predict the reaction product. The product is: [CH:8]12[CH2:14][CH:11]([CH:12]=[CH:13]1)[CH2:10][CH:9]2[C:15]([OH:17])=[O:16].[CH:1]12[CH2:7][CH:4]([CH2:5][CH2:6]1)[CH:3]=[CH:2]2.[C:21]1(=[O:22])[O:23][C:18](=[O:24])[CH:19]=[CH:20]1. (3) The product is: [NH2:13][C:4]1[N:3]2[CH:15]=[C:16]([CH2:17][CH2:18][CH3:19])[N:1]=[C:2]2[C:7]([C:8]([O:10][CH3:11])=[O:9])=[CH:6][C:5]=1[Cl:12]. Given the reactants [NH2:1][C:2]1[C:7]([C:8]([O:10][CH3:11])=[O:9])=[CH:6][C:5]([Cl:12])=[C:4]([NH2:13])[N:3]=1.Cl[CH2:15][C:16](=O)[CH2:17][CH2:18][CH3:19].[I-].[Na+], predict the reaction product. (4) Given the reactants [CH3:1][N:2]1[C:6]([CH3:7])=[C:5]([NH:8][C:9]([O:11][C@@H:12]([C:14]2[CH:19]=[CH:18][CH:17]=[CH:16][CH:15]=2)[CH3:13])=[O:10])[C:4]([C:20]2[CH:28]=[CH:27][C:23]([C:24](O)=[O:25])=[CH:22][CH:21]=2)=[N:3]1.Cl.C[O:31][C:32](=[O:43])[C@H:33]([NH2:42])[CH2:34][C:35]1[CH:40]=[CH:39][C:38]([F:41])=[CH:37][CH:36]=1, predict the reaction product. The product is: [CH3:1][N:2]1[C:6]([CH3:7])=[C:5]([NH:8][C:9]([O:11][C@@H:12]([C:14]2[CH:19]=[CH:18][CH:17]=[CH:16][CH:15]=2)[CH3:13])=[O:10])[C:4]([C:20]2[CH:21]=[CH:22][C:23]([C:24]([NH:42][C@H:33]([CH2:34][C:35]3[CH:40]=[CH:39][C:38]([F:41])=[CH:37][CH:36]=3)[C:32]([OH:31])=[O:43])=[O:25])=[CH:27][CH:28]=2)=[N:3]1. (5) Given the reactants C(O)CO.[S:5]1[C:9]2[CH:10]=[CH:11][C:12]([CH:14](C(OCC)=O)[C:15]([O:17]CC)=[O:16])=[CH:13][C:8]=2[CH:7]=[CH:6]1.[OH-].[K+].O, predict the reaction product. The product is: [S:5]1[C:9]2[CH:10]=[CH:11][C:12]([CH2:14][C:15]([OH:17])=[O:16])=[CH:13][C:8]=2[CH:7]=[CH:6]1. (6) Given the reactants [F:1][C:2]1[CH:19]=[CH:18][C:5]([C:6]([NH:8][C:9]2[CH:14]=[C:13]([F:15])[C:12]([F:16])=[C:11]([F:17])[CH:10]=2)=[O:7])=[CH:4][C:3]=1[S:20][CH:21]1[CH2:27][CH2:26][CH2:25][CH2:24][C:23](=[O:28])[CH2:22]1.[CH3:29][Mg]Br, predict the reaction product. The product is: [F:1][C:2]1[CH:19]=[CH:18][C:5]([C:6]([NH:8][C:9]2[CH:14]=[C:13]([F:15])[C:12]([F:16])=[C:11]([F:17])[CH:10]=2)=[O:7])=[CH:4][C:3]=1[S:20][C@@H:21]1[CH2:27][CH2:26][CH2:25][CH2:24][C@@:23]([OH:28])([CH3:29])[CH2:22]1. (7) The product is: [CH2:31]([N:38]1[CH:42]=[C:41]([C:2]2[C:3]([C:10]3[CH:11]=[C:12]([NH:25][S:26]([CH2:29][CH3:30])(=[O:28])=[O:27])[CH:13]=[CH:14][C:15]=3[O:16][C:17]3[CH:22]=[CH:21][C:20]([F:23])=[CH:19][C:18]=3[F:24])=[CH:4][N:5]([CH3:9])[C:6](=[O:8])[CH:7]=2)[CH:40]=[N:39]1)[C:32]1[CH:37]=[CH:36][CH:35]=[CH:34][CH:33]=1. Given the reactants Cl[C:2]1[C:3]([C:10]2[CH:11]=[C:12]([NH:25][S:26]([CH2:29][CH3:30])(=[O:28])=[O:27])[CH:13]=[CH:14][C:15]=2[O:16][C:17]2[CH:22]=[CH:21][C:20]([F:23])=[CH:19][C:18]=2[F:24])=[CH:4][N:5]([CH3:9])[C:6](=[O:8])[CH:7]=1.[CH2:31]([N:38]1[CH:42]=[C:41](B2OC(C)(C)C(C)(C)O2)[CH:40]=[N:39]1)[C:32]1[CH:37]=[CH:36][CH:35]=[CH:34][CH:33]=1.C([O-])([O-])=O.[K+].[K+], predict the reaction product. (8) Given the reactants [N:1]1[CH:6]=[CH:5][C:4]([C:7]2[N:8]=[C:9]3[CH2:15][CH2:14][CH2:13][CH2:12][CH2:11][N:10]3[C:16](=[O:18])[CH:17]=2)=[N:3][CH:2]=1.C[Si]([N-][Si](C)(C)C)(C)C.[Li+].[Cl:29][C:30]1[CH:35]=[CH:34][C:33]([O:36][CH3:37])=[C:32]([N:38]=[C:39]=[S:40])[CH:31]=1, predict the reaction product. The product is: [Cl:29][C:30]1[CH:35]=[CH:34][C:33]([O:36][CH3:37])=[C:32]([NH:38][C:39]([CH:15]2[CH2:14][CH2:13][CH2:12][CH2:11][N:10]3[C:16](=[O:18])[CH:17]=[C:7]([C:4]4[CH:5]=[CH:6][N:1]=[CH:2][N:3]=4)[N:8]=[C:9]23)=[S:40])[CH:31]=1.